From a dataset of Forward reaction prediction with 1.9M reactions from USPTO patents (1976-2016). Predict the product of the given reaction. (1) Given the reactants [C:1]([C:5]1[C:6]([O:24]C)=[C:7]([C:12]([CH3:23])=[C:13]([NH:15][C:16]2[CH:21]=[CH:20][C:19]([Cl:22])=[CH:18][CH:17]=2)[CH:14]=1)[C:8]([O:10]C)=[O:9])([CH3:4])([CH3:3])[CH3:2].[C:26]([BH3-])#N.[Na+].C=O.C(O)(=O)C, predict the reaction product. The product is: [C:1]([C:5]1[C:6]([OH:24])=[C:7]([C:12]([CH3:23])=[C:13]([N:15]([C:16]2[CH:17]=[CH:18][C:19]([Cl:22])=[CH:20][CH:21]=2)[CH3:26])[CH:14]=1)[C:8]([OH:10])=[O:9])([CH3:3])([CH3:2])[CH3:4]. (2) Given the reactants [CH:1]1([C:6]2[C:14]3[O:13][CH:12]([CH2:15][OH:16])[CH2:11][C:10]=3[CH:9]=[CH:8][CH:7]=2)[CH2:5][CH2:4][CH2:3][CH2:2]1.[C:17]1([CH3:27])[CH:22]=[CH:21][C:20]([S:23](Cl)(=[O:25])=[O:24])=[CH:19][CH:18]=1, predict the reaction product. The product is: [CH3:27][C:17]1[CH:22]=[CH:21][C:20]([S:23]([O:16][CH2:15][CH:12]2[CH2:11][C:10]3[CH:9]=[CH:8][CH:7]=[C:6]([CH:1]4[CH2:2][CH2:3][CH2:4][CH2:5]4)[C:14]=3[O:13]2)(=[O:25])=[O:24])=[CH:19][CH:18]=1. (3) Given the reactants [C:1]([NH:8][C@@H:9]([C:14]([OH:16])=O)[C:10]([CH3:13])([CH3:12])[CH3:11])([O:3][C:4]([CH3:7])([CH3:6])[CH3:5])=[O:2].C1C=CC2N(O)N=NC=2C=1.CCN=C=NCCCN(C)C.[CH3:38][C:39]1[N:43]2[C:44](=[O:55])[N:45]([CH2:47][CH2:48][CH:49]3[CH2:54][CH2:53][NH:52][CH2:51][CH2:50]3)[CH2:46][C:42]2=[CH:41][N:40]=1, predict the reaction product. The product is: [CH3:13][C:10]([CH3:11])([CH3:12])[C@@H:9]([NH:8][C:1](=[O:2])[O:3][C:4]([CH3:5])([CH3:6])[CH3:7])[C:14]([N:52]1[CH2:53][CH2:54][CH:49]([CH2:48][CH2:47][N:45]2[CH2:46][C:42]3=[CH:41][N:40]=[C:39]([CH3:38])[N:43]3[C:44]2=[O:55])[CH2:50][CH2:51]1)=[O:16]. (4) Given the reactants [C:1]([O:5][C:6]([NH:8][C:9]1[O:17][C:16]2[C:11](=[N:12][CH:13]=[C:14]([CH:18]([CH3:20])[CH3:19])[CH:15]=2)[C:10]=1[C:21]([OH:23])=O)=[O:7])([CH3:4])([CH3:3])[CH3:2].[NH2:24][C:25]1[CH:26]=[N:27][CH:28]=[CH:29][C:30]=1[C@@H:31]1[CH2:36][C@H:35]([CH3:37])[CH2:34][C@H:33]([NH:38][C:39](=[O:45])[O:40][C:41]([CH3:44])([CH3:43])[CH3:42])[CH2:32]1.CN(C(ON1N=NC2C=CC=NC1=2)=[N+](C)C)C.F[P-](F)(F)(F)(F)F.CCN(C(C)C)C(C)C, predict the reaction product. The product is: [C:1]([O:5][C:6]([NH:8][C:9]1[O:17][C:16]2[C:11](=[N:12][CH:13]=[C:14]([CH:18]([CH3:19])[CH3:20])[CH:15]=2)[C:10]=1[C:21]([NH:24][C:25]1[CH:26]=[N:27][CH:28]=[CH:29][C:30]=1[C@@H:31]1[CH2:36][C@H:35]([CH3:37])[CH2:34][C@H:33]([NH:38][C:39](=[O:45])[O:40][C:41]([CH3:44])([CH3:43])[CH3:42])[CH2:32]1)=[O:23])=[O:7])([CH3:2])([CH3:4])[CH3:3]. (5) Given the reactants FC(F)(F)C(O)=O.[CH2:8]([O:10][C:11]([C@@H:13]1[CH2:17][C@H:16]([N:18]=[N+]=[N-])[CH2:15][NH:14]1)=[O:12])[CH3:9].COC([C@@H]1C[C@H](N)CN1[CH2:31][CH:32]1[CH2:37]CCC[CH2:33]1)=O, predict the reaction product. The product is: [CH2:8]([O:10][C:11]([C@@H:13]1[CH2:17][C@H:16]([NH2:18])[CH2:15][N:14]1[CH2:31][CH:32]([CH3:37])[CH3:33])=[O:12])[CH3:9]. (6) Given the reactants [CH2:1]([Li])[CH2:2]CC.C(NC(C)C)(C)C.P(/[C:17](=[CH:21]\[CH3:22])/[C:18]([O-:20])=[O:19])(O)(O)=O.[N:23]1[CH:28]=[CH:27][C:26]([CH:29]=O)=[CH:25][CH:24]=1, predict the reaction product. The product is: [CH2:1]([O:20][C:18](=[O:19])[CH:17]=[CH:21][CH:22]=[CH:29][C:26]1[CH:27]=[CH:28][N:23]=[CH:24][CH:25]=1)[CH3:2]. (7) The product is: [Cl:1][C:2]1[C:3]([C:26]2[CH:31]=[CH:30][C:29]([O:32][CH3:33])=[CH:28][CH:27]=2)=[C:4]2[C:18]3[CH2:19][CH2:20][C@H:21]([C:23]([NH2:36])=[O:25])[CH2:22][C:17]=3[S:16][C:5]2=[N:6][C:7]=1[CH2:8][N:9]1[C:13](=[O:14])[CH2:12][O:11][C:10]1=[O:15]. Given the reactants [Cl:1][C:2]1[C:3]([C:26]2[CH:31]=[CH:30][C:29]([O:32][CH3:33])=[CH:28][CH:27]=2)=[C:4]2[C:18]3[CH2:19][CH2:20][C@H:21]([C:23]([OH:25])=O)[CH2:22][C:17]=3[S:16][C:5]2=[N:6][C:7]=1[CH2:8][N:9]1[C:13](=[O:14])[CH2:12][O:11][C:10]1=[O:15].[NH4+].O[N:36]1C2C=CC=CC=2N=N1.CCN=C=NCCCN(C)C.CN(C=O)C, predict the reaction product.